Dataset: Reaction yield outcomes from USPTO patents with 853,638 reactions. Task: Predict the reaction yield, written as a fraction of the theoretical maximum amount of product (1.0 means a 100% yield; for example, 0.34 means a 34% yield). (1) The reactants are [F:1][C:2]1[CH:3]=[N:4][C:5]([C:8]#[N:9])=[N:6][CH:7]=1.C[Mg+].[Br-].[C:13](OC(=O)C)(=[O:15])[CH3:14].[C:20](=O)(O)[O-].[Na+]. The catalyst is C1COCC1.CCOCC.C(Cl)Cl. The product is [F:1][C:2]1[CH:3]=[N:4][C:5]([C:8]([NH:9][C:13](=[O:15])[CH3:14])=[CH2:20])=[N:6][CH:7]=1. The yield is 0.260. (2) The reactants are [C:1]1([CH3:17])[CH:6]=[CH:5][C:4]([C:7]2[O:8][C:9]3[CH:15]=[CH:14][C:13]([NH2:16])=[CH:12][C:10]=3[N:11]=2)=[CH:3][CH:2]=1.C(O)(=O)C.[CH:22](=O)[C:23]1[CH:28]=[CH:27][N:26]=[CH:25][CH:24]=1.C(O[BH-](OC(=O)C)OC(=O)C)(=O)C.[Na+]. The catalyst is ClCCCl.ClCCl. The product is [N:26]1[CH:27]=[CH:28][C:23]([CH2:22][NH:16][C:13]2[CH:14]=[CH:15][C:9]3[O:8][C:7]([C:4]4[CH:3]=[CH:2][C:1]([CH3:17])=[CH:6][CH:5]=4)=[N:11][C:10]=3[CH:12]=2)=[CH:24][CH:25]=1. The yield is 0.470. (3) The reactants are [CH:1]1([N:7]2[C:12]([OH:13])=[C:11]([C:14]([NH:16][CH2:17][C:18]([O:20]CC)=[O:19])=[O:15])[C:10](=[O:23])[NH:9][C:8]2=[O:24])[CH2:6][CH2:5][CH2:4][CH2:3][CH2:2]1.C(=O)([O-])[O-].[K+].[K+].[Cl:31][C:32]1[CH:39]=[CH:38][CH:37]=[CH:36][C:33]=1[CH2:34]Br.Cl. The catalyst is CN(C)C=O. The product is [Cl:31][C:32]1[CH:39]=[CH:38][CH:37]=[CH:36][C:33]=1[CH2:34][N:9]1[C:10](=[O:23])[C:11]([C:14]([NH:16][CH2:17][C:18]([OH:20])=[O:19])=[O:15])=[C:12]([OH:13])[N:7]([CH:1]2[CH2:2][CH2:3][CH2:4][CH2:5][CH2:6]2)[C:8]1=[O:24]. The yield is 0.440. (4) The reactants are N12CCCN=C1CCCCC2.Cl.[NH2:13][CH2:14][C:15]1[CH:23]=[CH:22][CH:21]=[C:20]2[C:16]=1[C:17](=[O:33])[N:18]([CH:25]1[CH2:30][CH2:29][C:28](=[O:31])[NH:27][C:26]1=[O:32])[C:19]2=[O:24].[C:34](Cl)(=[O:41])[CH2:35][CH2:36][CH2:37][CH2:38][CH2:39][CH3:40]. The catalyst is CC#N. The product is [O:32]=[C:26]1[CH:25]([N:18]2[C:17](=[O:33])[C:16]3[C:20](=[CH:21][CH:22]=[CH:23][C:15]=3[CH2:14][NH:13][C:34](=[O:41])[CH2:35][CH2:36][CH2:37][CH2:38][CH2:39][CH3:40])[C:19]2=[O:24])[CH2:30][CH2:29][C:28](=[O:31])[NH:27]1. The yield is 0.660.